Dataset: Full USPTO retrosynthesis dataset with 1.9M reactions from patents (1976-2016). Task: Predict the reactants needed to synthesize the given product. (1) The reactants are: [CH2:1]([O:3][C:4]1[CH:11]=[CH:10][C:7]([CH:8]=O)=[CH:6][CH:5]=1)[CH3:2].C1(P(C2C=CC=CC=2)(C2C=CC=CC=2)=[C:19]2[CH2:23][C:22](=[O:24])[NH:21][C:20]2=[O:25])C=CC=CC=1. Given the product [CH2:1]([O:3][C:4]1[CH:11]=[CH:10][C:7](/[CH:8]=[C:19]2/[C:20](=[O:25])[NH:21][C:22](=[O:24])[CH2:23]/2)=[CH:6][CH:5]=1)[CH3:2], predict the reactants needed to synthesize it. (2) Given the product [ClH:54].[ClH:54].[NH2:10][C:9]([NH:18][C@@H:19]1[CH2:24][CH2:23][CH2:22][CH2:21][C@@H:20]1[NH:25][C:26]1[C:35]2[C:30](=[CH:31][CH:32]=[C:33]([CH3:36])[CH:34]=2)[N:29]=[C:28]([C:37]([NH:39][C:40]2[CH:41]=[CH:42][C:43]([O:46][CH3:47])=[CH:44][CH:45]=2)=[O:38])[N:27]=1)=[NH:8], predict the reactants needed to synthesize it. The reactants are: C(OC([NH:8][C:9]([NH:18][C@@H:19]1[CH2:24][CH2:23][CH2:22][CH2:21][C@@H:20]1[NH:25][C:26]1[C:35]2[C:30](=[CH:31][CH:32]=[C:33]([CH3:36])[CH:34]=2)[N:29]=[C:28]([C:37]([NH:39][C:40]2[CH:45]=[CH:44][C:43]([O:46][CH3:47])=[CH:42][CH:41]=2)=[O:38])[N:27]=1)=[N:10]C(OC(C)(C)C)=O)=O)(C)(C)C.C(OCC)(=O)C.[ClH:54]. (3) The reactants are: [CH3:1][O:2][C:3]([C:5]1[O:9][N:8]=[C:7]([O:10][CH2:11][CH:12]2[CH:19]3[CH:15]([O:16][C:17]([CH3:21])([CH3:20])[O:18]3)[CH:14]([N:22]3[CH:30]=[N:29][C:28]4[C:23]3=[N:24][CH:25]=[N:26][C:27]=4Cl)[O:13]2)[CH:6]=1)=[O:4].C(N(C(C)C)CC)(C)C.[CH3:41][NH:42][CH2:43][C:44]1[CH:49]=[CH:48][CH:47]=[CH:46][CH:45]=1. Given the product [CH3:1][O:2][C:3]([C:5]1[O:9][N:8]=[C:7]([O:10][CH2:11][CH:12]2[CH:19]3[CH:15]([O:16][C:17]([CH3:21])([CH3:20])[O:18]3)[CH:14]([N:22]3[CH:30]=[N:29][C:28]4[C:23]3=[N:24][CH:25]=[N:26][C:27]=4[N:42]([CH2:43][C:44]3[CH:49]=[CH:48][CH:47]=[CH:46][CH:45]=3)[CH3:41])[O:13]2)[CH:6]=1)=[O:4], predict the reactants needed to synthesize it. (4) Given the product [C:28]([C:30]([CH3:40])=[CH:31][C@@H:32]1[C@@H:34]([C:35]([O:21][CH2:20][C:19]2[C:18]([F:26])=[C:17]([F:27])[C:16]([CH2:13][CH:14]=[CH2:15])=[C:23]([F:24])[C:22]=2[F:25])=[O:36])[C:33]1([CH3:39])[CH3:38])#[N:29], predict the reactants needed to synthesize it. The reactants are: Cl.CN(C)CCCN=C=NCC.[CH2:13]([C:16]1[C:23]([F:24])=[C:22]([F:25])[C:19]([CH2:20][OH:21])=[C:18]([F:26])[C:17]=1[F:27])[CH:14]=[CH2:15].[C:28]([C:30]([CH3:40])=[CH:31][C@@H:32]1[C@@H:34]([C:35](O)=[O:36])[C:33]1([CH3:39])[CH3:38])#[N:29]. (5) Given the product [Cl:1][C:2]1[C:7]([C:8]([F:11])([F:10])[F:9])=[CH:6][CH:5]=[C:4]([O:12][C:13]2[CH:18]=[CH:17][CH:16]=[C:15]([CH2:19][P:21]([O:25][CH2:26][CH3:27])([O:22][CH2:23][CH3:24])=[O:28])[CH:14]=2)[N:3]=1, predict the reactants needed to synthesize it. The reactants are: [Cl:1][C:2]1[C:7]([C:8]([F:11])([F:10])[F:9])=[CH:6][CH:5]=[C:4]([O:12][C:13]2[CH:18]=[CH:17][CH:16]=[C:15]([CH2:19]Cl)[CH:14]=2)[N:3]=1.[P:21]([O:28]CC)([O:25][CH2:26][CH3:27])[O:22][CH2:23][CH3:24]. (6) Given the product [N+:9]([C:4]1[CH:5]=[CH:6][CH:7]=[CH:2][CH:3]=1)([O-:11])=[O:10], predict the reactants needed to synthesize it. The reactants are: Br[C:2]1[CH:7]=[CH:6][C:5](F)=[C:4]([N+:9]([O-:11])=[O:10])[CH:3]=1.N1CCC(CNC(=O)OC(C)(C)C)CC1. (7) Given the product [C:19]([C:18]1[CH:21]=[CH:22][C:15]([CH2:14][NH:13][C:6](=[O:8])[C:5]2[CH:9]=[CH:10][C:2]([F:1])=[C:3]([CH3:11])[CH:4]=2)=[C:16]([OH:23])[CH:17]=1)#[N:20], predict the reactants needed to synthesize it. The reactants are: [F:1][C:2]1[CH:10]=[CH:9][C:5]([C:6]([OH:8])=O)=[CH:4][C:3]=1[CH3:11].Cl.[NH2:13][CH2:14][C:15]1[CH:22]=[CH:21][C:18]([C:19]#[N:20])=[CH:17][C:16]=1[OH:23].